From a dataset of hERG potassium channel inhibition data for cardiac toxicity prediction from Karim et al.. Regression/Classification. Given a drug SMILES string, predict its toxicity properties. Task type varies by dataset: regression for continuous values (e.g., LD50, hERG inhibition percentage) or binary classification for toxic/non-toxic outcomes (e.g., AMES mutagenicity, cardiotoxicity, hepatotoxicity). Dataset: herg_karim. (1) The drug is COCCN(C)CCn1c(C#N)c(-c2cccc(F)c2)c2cc(OC)ccc2c1=O. The result is 1 (blocker). (2) The drug is COc1c(Nc2ncc(Cl)c(Nc3ccccc3S(=O)(=O)N(C)C)n2)ccc2c1CCCC(N1CCN(CCO)CC1)C2. The result is 1 (blocker). (3) The molecule is O=c1[nH]ccc2nc(-c3ccc(CN4CCC(c5n[nH]c(-c6ccccn6)n5)CC4)cc3)c(-c3ccccc3)cc12. The result is 1 (blocker). (4) The compound is COc1ccc(-c2noc(C3=CC4(CCN(C(=O)C5CCCO5)CC4)c4ccccc43)n2)cc1. The result is 0 (non-blocker).